Dataset: NCI-60 drug combinations with 297,098 pairs across 59 cell lines. Task: Regression. Given two drug SMILES strings and cell line genomic features, predict the synergy score measuring deviation from expected non-interaction effect. (1) Drug 1: CCC1(CC2CC(C3=C(CCN(C2)C1)C4=CC=CC=C4N3)(C5=C(C=C6C(=C5)C78CCN9C7C(C=CC9)(C(C(C8N6C=O)(C(=O)OC)O)OC(=O)C)CC)OC)C(=O)OC)O.OS(=O)(=O)O. Drug 2: C1CN(P(=O)(OC1)NCCCl)CCCl. Cell line: SNB-75. Synergy scores: CSS=5.83, Synergy_ZIP=-2.63, Synergy_Bliss=-1.27, Synergy_Loewe=-16.3, Synergy_HSA=-1.02. (2) Drug 1: C1=NC(=NC(=O)N1C2C(C(C(O2)CO)O)O)N. Drug 2: CC12CCC3C(C1CCC2OP(=O)(O)O)CCC4=C3C=CC(=C4)OC(=O)N(CCCl)CCCl.[Na+]. Cell line: MDA-MB-435. Synergy scores: CSS=36.7, Synergy_ZIP=-5.56, Synergy_Bliss=0.343, Synergy_Loewe=-2.92, Synergy_HSA=5.43. (3) Drug 1: C1=C(C(=O)NC(=O)N1)F. Drug 2: C(CCl)NC(=O)N(CCCl)N=O. Cell line: MDA-MB-231. Synergy scores: CSS=8.55, Synergy_ZIP=-11.3, Synergy_Bliss=-9.78, Synergy_Loewe=-10.9, Synergy_HSA=-8.30. (4) Drug 1: CN(C)C1=NC(=NC(=N1)N(C)C)N(C)C. Drug 2: CC1=C(C(=O)C2=C(C1=O)N3CC4C(C3(C2COC(=O)N)OC)N4)N. Cell line: OVCAR-5. Synergy scores: CSS=17.6, Synergy_ZIP=-8.24, Synergy_Bliss=-6.87, Synergy_Loewe=-50.6, Synergy_HSA=-9.73. (5) Drug 1: CC1=CC2C(CCC3(C2CCC3(C(=O)C)OC(=O)C)C)C4(C1=CC(=O)CC4)C. Drug 2: CC1CCC2CC(C(=CC=CC=CC(CC(C(=O)C(C(C(=CC(C(=O)CC(OC(=O)C3CCCCN3C(=O)C(=O)C1(O2)O)C(C)CC4CCC(C(C4)OC)O)C)C)O)OC)C)C)C)OC. Cell line: MALME-3M. Synergy scores: CSS=29.3, Synergy_ZIP=5.43, Synergy_Bliss=5.29, Synergy_Loewe=-18.2, Synergy_HSA=2.01. (6) Drug 1: C1=NC2=C(N=C(N=C2N1C3C(C(C(O3)CO)O)O)F)N. Drug 2: C1C(C(OC1N2C=NC(=NC2=O)N)CO)O. Cell line: SNB-75. Synergy scores: CSS=-1.72, Synergy_ZIP=0.539, Synergy_Bliss=0.817, Synergy_Loewe=-2.97, Synergy_HSA=-2.08.